This data is from Full USPTO retrosynthesis dataset with 1.9M reactions from patents (1976-2016). The task is: Predict the reactants needed to synthesize the given product. (1) Given the product [N:1]12[CH2:6][CH2:5][CH:4]([CH2:7][CH2:8]1)[CH:3]([NH:9][C:10]([C:12]1[CH:13]=[CH:14][CH:15]=[C:16]3[O:20][C:19]([C:21]4[CH:22]=[CH:23][C:24]([NH2:27])=[CH:25][CH:26]=4)=[N:18][C:17]=13)=[O:11])[CH2:2]2, predict the reactants needed to synthesize it. The reactants are: [N:1]12[CH2:8][CH2:7][CH:4]([CH2:5][CH2:6]1)[CH:3]([NH:9][C:10]([C:12]1[CH:13]=[CH:14][CH:15]=[C:16]3[O:20][C:19]([C:21]4[CH:26]=[CH:25][C:24]([N+:27]([O-])=O)=[CH:23][CH:22]=4)=[N:18][C:17]=13)=[O:11])[CH2:2]2.[Sn](Cl)Cl. (2) Given the product [Cl:24][C:25]1[CH:30]=[CH:29][C:28]([C:31]2[NH:12][C:11]3[N:10]([N:9]=[CH:8][C:7]=3[C:4]3[O:5][CH:6]=[C:2]([CH3:1])[N:3]=3)[C:33](=[O:34])[CH:32]=2)=[CH:27][C:26]=1[O:39][CH3:40], predict the reactants needed to synthesize it. The reactants are: [CH3:1][C:2]1[N:3]=[C:4]([C:7]2[CH:8]=[N:9][NH:10][C:11]=2[NH2:12])[O:5][CH:6]=1.CC1C=CC(S(O)(=O)=O)=CC=1.[Cl:24][C:25]1[CH:30]=[CH:29][C:28]([C:31](=O)[CH2:32][C:33](OCC)=[O:34])=[CH:27][C:26]=1[O:39][CH3:40]. (3) Given the product [Si:34]([O:33][CH2:32][C@@H:18]1[C@@H:19]([O:21][Si:22]([CH:23]([CH3:25])[CH3:24])([CH:29]([CH3:30])[CH3:31])[CH:26]([CH3:27])[CH3:28])[CH2:20][C@H:16]([NH:15][C:10]2[C:9]([C:7]([C:4]3[S:5][CH:6]=[C:2]([S:47]([C:41]4[CH:46]=[CH:45][CH:44]=[CH:43][CH:42]=4)(=[O:49])=[O:48])[CH:3]=3)=[O:8])=[CH:14][N:13]=[CH:12][N:11]=2)[CH2:17]1)([C:37]([CH3:40])([CH3:39])[CH3:38])([CH3:36])[CH3:35], predict the reactants needed to synthesize it. The reactants are: Br[C:2]1[CH:3]=[C:4]([C:7]([C:9]2[C:10]([NH:15][C@H:16]3[CH2:20][C@H:19]([O:21][Si:22]([CH:29]([CH3:31])[CH3:30])([CH:26]([CH3:28])[CH3:27])[CH:23]([CH3:25])[CH3:24])[C@@H:18]([CH2:32][O:33][Si:34]([C:37]([CH3:40])([CH3:39])[CH3:38])([CH3:36])[CH3:35])[CH2:17]3)=[N:11][CH:12]=[N:13][CH:14]=2)=[O:8])[S:5][CH:6]=1.[C:41]1([S:47]([O-:49])=[O:48])[CH:46]=[CH:45][CH:44]=[CH:43][CH:42]=1.[Na+].N1CCC[C@H]1C(O)=O.[OH-].[Na+].CS(C)=O. (4) The reactants are: [O:1]1[CH2:6][CH2:5][CH2:4][O:3][CH:2]1[C:7]1[CH:8]=[C:9]([SH:13])[CH:10]=[CH:11][CH:12]=1.[F:14][C:15]1[C:20](F)=[CH:19][C:18]([CH2:22][OH:23])=[C:17]([N+:24]([O-:26])=[O:25])[CH:16]=1.C(=O)([O-])[O-].[Cs+].[Cs+].O. Given the product [O:1]1[CH2:6][CH2:5][CH2:4][O:3][CH:2]1[C:7]1[CH:8]=[C:9]([S:13][C:20]2[C:15]([F:14])=[CH:16][C:17]([N+:24]([O-:26])=[O:25])=[C:18]([CH2:22][OH:23])[CH:19]=2)[CH:10]=[CH:11][CH:12]=1, predict the reactants needed to synthesize it. (5) Given the product [F:46][C:47]1[CH:48]=[C:49]([CH:90]=[CH:91][CH:92]=1)[CH2:50][N:51]1[CH:55]=[C:54]([C:56]2[C:64]3[C:59](=[N:60][CH:61]=[C:62]([C:65]4[CH:66]=[CH:67][C:68]([N:71]5[CH2:72][CH2:73][N:74]([CH2:77][CH2:78][OH:79])[CH2:75][CH2:76]5)=[CH:69][CH:70]=4)[CH:63]=3)[NH:58][CH:57]=2)[CH:53]=[N:52]1, predict the reactants needed to synthesize it. The reactants are: Cl.FC1C=C(C=CC=1)CN1C=C(C2C3C(=NC=C(C4C=CC(C5CCNCC5)=CC=4)C=3)N(S(C3C=CC(C)=CC=3)(=O)=O)C=2)C=N1.[F:46][C:47]1[CH:48]=[C:49]([CH:90]=[CH:91][CH:92]=1)[CH2:50][N:51]1[CH:55]=[C:54]([C:56]2[C:64]3[C:59](=[N:60][CH:61]=[C:62]([C:65]4[CH:70]=[CH:69][C:68]([N:71]5[CH2:76][CH2:75][N:74]([CH2:77][CH2:78][OH:79])[CH2:73][CH2:72]5)=[CH:67][CH:66]=4)[CH:63]=3)[N:58](S(C3C=CC(C)=CC=3)(=O)=O)[CH:57]=2)[CH:53]=[N:52]1.[OH-].[Li+]. (6) Given the product [CH2:1]([NH:8][S:24]([C:21]1[CH:22]=[CH:23][C:18]([C:15]2[CH:16]=[CH:17][C:12]([N+:9]([O-:11])=[O:10])=[CH:13][CH:14]=2)=[CH:19][CH:20]=1)(=[O:25])=[O:26])[C:2]1[CH:7]=[CH:6][CH:5]=[CH:4][CH:3]=1, predict the reactants needed to synthesize it. The reactants are: [CH2:1]([NH2:8])[C:2]1[CH:7]=[CH:6][CH:5]=[CH:4][CH:3]=1.[N+:9]([C:12]1[CH:17]=[CH:16][C:15]([C:18]2[CH:23]=[CH:22][C:21]([S:24](Cl)(=[O:26])=[O:25])=[CH:20][CH:19]=2)=[CH:14][CH:13]=1)([O-:11])=[O:10].O.